From a dataset of Full USPTO retrosynthesis dataset with 1.9M reactions from patents (1976-2016). Predict the reactants needed to synthesize the given product. (1) Given the product [C:1]([O:5][C:6]([N:8]1[CH2:13][CH2:12][N:11]2[C:14]([C:19]3[CH:20]=[N:21][CH:22]=[CH:23][C:24]=3[CH3:25])=[CH:15][C:16]([C:17](=[O:36])[NH2:18])=[C:10]2[CH2:9]1)=[O:7])([CH3:4])([CH3:3])[CH3:2], predict the reactants needed to synthesize it. The reactants are: [C:1]([O:5][C:6]([N:8]1[CH2:13][CH2:12][N:11]2[C:14]([C:19]3[CH:20]=[N:21][CH:22]=[CH:23][C:24]=3[CH3:25])=[CH:15][C:16]([C:17]#[N:18])=[C:10]2[CH2:9]1)=[O:7])([CH3:4])([CH3:3])[CH3:2].ClC1C(C(N)=O)=C2CN(S(C3SC(C4C=CC=CN=4)=CC=3)(=O)=[O:36])CCN2C=1C1C=CC=CC=1.[OH-].[Na+].OO. (2) Given the product [Br:1][C:2]1[S:6][C:5]([C:7](=[O:9])[CH2:8][C:10]([O:11][CH2:12][CH3:13])=[O:14])=[CH:4][CH:3]=1, predict the reactants needed to synthesize it. The reactants are: [Br:1][C:2]1[S:6][C:5]([C:7](=[O:9])[CH3:8])=[CH:4][CH:3]=1.[C:10](=O)([O:14]CC)[O:11][CH2:12][CH3:13].[H-].[Na+]. (3) Given the product [CH2:13]([C:17]1[N:18]=[C:19]([CH3:45])[N:20]([C:39]2[CH:44]=[CH:43][CH:42]=[CH:41][N:40]=2)[C:21](=[O:38])[C:22]=1[CH2:23][C:24]1[CH:25]=[CH:26][C:27]([C:30]2[CH:37]=[CH:36][CH:35]=[CH:34][C:31]=2[C:32](=[N:11][OH:12])[NH2:33])=[N:28][CH:29]=1)[CH2:14][CH2:15][CH3:16], predict the reactants needed to synthesize it. The reactants are: C(=O)([O-])O.[Na+].CS(C)=O.Cl.[NH2:11][OH:12].[CH2:13]([C:17]1[N:18]=[C:19]([CH3:45])[N:20]([C:39]2[CH:44]=[CH:43][CH:42]=[CH:41][N:40]=2)[C:21](=[O:38])[C:22]=1[CH2:23][C:24]1[CH:25]=[CH:26][C:27]([C:30]2[CH:37]=[CH:36][CH:35]=[CH:34][C:31]=2[C:32]#[N:33])=[N:28][CH:29]=1)[CH2:14][CH2:15][CH3:16]. (4) Given the product [C:32]([NH:31][C:30]([C:11]1[C:12]2[C:13](=[N:14][CH:15]=[C:16]([C:18]3[C:26]4[C:21](=[CH:22][C:23]([C:27]#[N:28])=[CH:24][CH:25]=4)[N:20]([CH3:29])[N:19]=3)[N:17]=2)[NH:9][CH:10]=1)=[O:36])([CH3:35])([CH3:34])[CH3:33], predict the reactants needed to synthesize it. The reactants are: C(OC[N:9]1[C:13]2=[N:14][CH:15]=[C:16]([C:18]3[C:26]4[C:21](=[CH:22][C:23]([C:27]#[N:28])=[CH:24][CH:25]=4)[N:20]([CH3:29])[N:19]=3)[N:17]=[C:12]2[C:11]([C:30](=[O:36])[NH:31][C:32]([CH3:35])([CH3:34])[CH3:33])=[CH:10]1)(=O)C(C)(C)C.[OH-].[Na+]. (5) Given the product [Br:1][C:2]1[CH:3]=[C:4](/[CH:9]=[CH:10]/[CH2:11][OH:12])[CH:5]=[C:6]([Br:8])[CH:7]=1, predict the reactants needed to synthesize it. The reactants are: [Br:1][C:2]1[CH:3]=[C:4](/[CH:9]=[CH:10]/[C:11](OCC)=[O:12])[CH:5]=[C:6]([Br:8])[CH:7]=1.CC(C[AlH]CC(C)C)C. (6) Given the product [Br:1][C:2]1[CH:11]=[C:10]2[C:5]([C:6]([CH3:26])=[C:7]([C:19]3[CH:24]=[CH:23][C:22]([F:25])=[CH:21][CH:20]=3)[CH:8]([C:12]3[CH:17]=[CH:16][C:15]([O:42][CH2:41][CH2:40][N:38]4[CH2:39][CH:36]([CH2:35][F:34])[CH2:37]4)=[CH:14][CH:13]=3)[O:9]2)=[CH:4][C:3]=1[O:27][CH:28]1[CH2:33][CH2:32][CH2:31][CH2:30][O:29]1, predict the reactants needed to synthesize it. The reactants are: [Br:1][C:2]1[CH:11]=[C:10]2[C:5]([C:6]([CH3:26])=[C:7]([C:19]3[CH:24]=[CH:23][C:22]([F:25])=[CH:21][CH:20]=3)[CH:8]([C:12]3[CH:17]=[CH:16][C:15](I)=[CH:14][CH:13]=3)[O:9]2)=[CH:4][C:3]=1[O:27][CH:28]1[CH2:33][CH2:32][CH2:31][CH2:30][O:29]1.[F:34][CH2:35][CH:36]1[CH2:39][N:38]([CH2:40][CH2:41][OH:42])[CH2:37]1. (7) The reactants are: [Cl:1][C:2]1[CH:3]=[C:4]([OH:13])[C:5]2[C:10]([CH:11]=1)=[CH:9][C:8]([Cl:12])=[CH:7][CH:6]=2.[CH3:14][O:15][C:16]1[CH:21]=[CH:20][CH:19]=[CH:18][C:17]=1B(O)O.N1C=CC=CC=1. Given the product [Cl:1][C:2]1[CH:3]=[C:4]([O:13][C:17]2[CH:18]=[CH:19][CH:20]=[CH:21][C:16]=2[O:15][CH3:14])[C:5]2[C:10]([CH:11]=1)=[CH:9][C:8]([Cl:12])=[CH:7][CH:6]=2, predict the reactants needed to synthesize it. (8) Given the product [CH:12]1([C:8]2[NH:9][C:10](=[O:11])[C:5]([C:3]3[N:31]=[C:30]([CH2:29][S:26]([C:20]4[CH:25]=[CH:24][CH:23]=[CH:22][CH:21]=4)(=[O:28])=[O:27])[S:32][CH:2]=3)=[CH:6][C:7]=2[C:15]([O:17][CH2:18][CH3:19])=[O:16])[CH2:14][CH2:13]1, predict the reactants needed to synthesize it. The reactants are: Br[CH2:2][C:3]([C:5]1[C:10](=[O:11])[NH:9][C:8]([CH:12]2[CH2:14][CH2:13]2)=[C:7]([C:15]([O:17][CH2:18][CH3:19])=[O:16])[CH:6]=1)=O.[C:20]1([S:26]([CH2:29][C:30](=[S:32])[NH2:31])(=[O:28])=[O:27])[CH:25]=[CH:24][CH:23]=[CH:22][CH:21]=1. (9) The reactants are: Cl.O1CCOCC1.[CH2:8]([N:10]1[C:14]([O:15][C:16]2[CH:21]=[CH:20][C:19]([C:22]([F:25])([F:24])[F:23])=[CH:18][CH:17]=2)=[CH:13][C:12]([C:26]2[CH:27]=[C:28]([C:32]3([NH:36]S(C(C)(C)C)=O)[CH2:35][O:34][CH2:33]3)[CH:29]=[CH:30][CH:31]=2)=[N:11]1)[CH3:9]. Given the product [CH2:8]([N:10]1[C:14]([O:15][C:16]2[CH:21]=[CH:20][C:19]([C:22]([F:23])([F:24])[F:25])=[CH:18][CH:17]=2)=[CH:13][C:12]([C:26]2[CH:27]=[C:28]([C:32]3([NH2:36])[CH2:35][O:34][CH2:33]3)[CH:29]=[CH:30][CH:31]=2)=[N:11]1)[CH3:9], predict the reactants needed to synthesize it.